This data is from Forward reaction prediction with 1.9M reactions from USPTO patents (1976-2016). The task is: Predict the product of the given reaction. (1) Given the reactants CS([C:5]1[N:10]=[C:9]([C:11]2[N:15]3[CH:16]=[CH:17][CH:18]=[CH:19][C:14]3=[N:13][C:12]=2[C:20]2[CH:25]=[CH:24][CH:23]=[C:22]([CH3:26])[N:21]=2)[CH:8]=[CH:7][N:6]=1)(=O)=O.C(N[CH:31]1[CH2:36][O:35][CH2:34][CH2:33][NH:32]1)CC, predict the reaction product. The product is: [CH3:26][C:22]1[N:21]=[C:20]([C:12]2[N:13]=[C:14]3[CH:19]=[CH:18][CH:17]=[CH:16][N:15]3[C:11]=2[C:9]2[CH:8]=[CH:7][N:6]=[C:5]([NH:6][CH2:7][CH2:8][CH2:9][N:32]3[CH2:31][CH2:36][O:35][CH2:34][CH2:33]3)[N:10]=2)[CH:25]=[CH:24][CH:23]=1. (2) Given the reactants [CH2:1]([O:4][C@@H:5]1[CH2:9][N:8]([CH:10]2[CH2:15][CH2:14][N:13]([C:16]3[CH:21]=[CH:20][C:19]([C:22]([N:24]4[CH2:29][CH2:28]O[CH2:26][CH2:25]4)=[O:23])=[CH:18][CH:17]=3)[CH2:12][CH2:11]2)[CH2:7][C@H:6]1[NH:30][C:31](=[O:46])[CH2:32][NH:33][C:34](=[O:45])[C:35]1[CH:40]=[CH:39][CH:38]=[C:37]([C:41]([F:44])([F:43])[F:42])[CH:36]=1)[CH:2]=[CH2:3].N1(C(C2C=CC(N3CCC(=O)CC3)=CC=2)=O)CCOC[CH2:48]1, predict the reaction product. The product is: [CH2:1]([O:4][C@@H:5]1[CH2:9][N:8]([CH:10]2[CH2:11][CH2:12][N:13]([C:16]3[CH:21]=[CH:20][C:19]([C:22]([N:24]4[CH2:25][CH2:26][CH2:48][CH2:28][CH2:29]4)=[O:23])=[CH:18][CH:17]=3)[CH2:14][CH2:15]2)[CH2:7][C@H:6]1[NH:30][C:31](=[O:46])[CH2:32][NH:33][C:34](=[O:45])[C:35]1[CH:40]=[CH:39][CH:38]=[C:37]([C:41]([F:42])([F:44])[F:43])[CH:36]=1)[CH:2]=[CH2:3]. (3) Given the reactants [NH2:1][C:2]1[N:11]=[C:10]([NH2:12])[C:9]2[C:4](=[CH:5][CH:6]=[C:7]([CH2:13][O:14][C:15](=[O:26])[C:16]3[CH:21]=[C:20]([O:22][CH3:23])[CH:19]=[CH:18][C:17]=3OC)[CH:8]=2)[N:3]=1.NC1N=C(N)C2C(=CC=C(CBr)C=2)N=1.[CH3:41][O:42]C1C=C(C=C(OC)C=1)C(O)=O.C(=O)([O-])[O-].[K+].[K+], predict the reaction product. The product is: [NH2:1][C:2]1[N:11]=[C:10]([NH2:12])[C:9]2[C:4](=[CH:5][CH:6]=[C:7]([CH2:13][O:14][C:15](=[O:26])[C:16]3[CH:17]=[C:18]([O:42][CH3:41])[CH:19]=[C:20]([O:22][CH3:23])[CH:21]=3)[CH:8]=2)[N:3]=1. (4) Given the reactants [Cl:1][C:2]1[CH:3]=[C:4]([C:13]2[N:17]=[CH:16][N:15](/[CH:18]=[CH:19]\[C:20]([O:22]C(C)C)=[O:21])[N:14]=2)[CH:5]=[C:6]([O:8][C:9]([F:12])([F:11])[F:10])[CH:7]=1.[Li+].[OH-].C(OCC)(=O)C, predict the reaction product. The product is: [Cl:1][C:2]1[CH:3]=[C:4]([C:13]2[N:17]=[CH:16][N:15](/[CH:18]=[CH:19]\[C:20]([OH:22])=[O:21])[N:14]=2)[CH:5]=[C:6]([O:8][C:9]([F:12])([F:11])[F:10])[CH:7]=1.